This data is from Reaction yield outcomes from USPTO patents with 853,638 reactions. The task is: Predict the reaction yield, written as a fraction of the theoretical maximum amount of product (1.0 means a 100% yield; for example, 0.34 means a 34% yield). (1) The reactants are Cl.[F:2][C:3]([F:14])([F:13])[O:4][C:5]1[CH:10]=[CH:9][C:8]([NH:11][NH2:12])=[CH:7][CH:6]=1.[CH3:15][CH2:16][O:17][C:18]([CH:20]([C:24]([CH3:26])=O)[C:21]([CH3:23])=O)=[O:19]. No catalyst specified. The product is [CH2:16]([O:17][C:18]([C:20]1[C:21]([CH3:23])=[N:12][N:11]([C:8]2[CH:7]=[CH:6][C:5]([O:4][C:3]([F:13])([F:14])[F:2])=[CH:10][CH:9]=2)[C:24]=1[CH3:26])=[O:19])[CH3:15]. The yield is 0.720. (2) The reactants are CO[C:3]([CH:5]1[CH2:9][CH2:8][CH2:7][N:6]1[N:10]([CH2:31][C:32]1[CH:37]=[CH:36][C:35]([F:38])=[CH:34][CH:33]=1)[C:11](=[O:30])[CH2:12][C:13]1[NH:18][C:17]2[CH:19]=[CH:20][C:21]([NH:23][S:24]([CH3:27])(=[O:26])=[O:25])=[CH:22][C:16]=2[S:15](=[O:29])(=[O:28])[N:14]=1)=[O:4].[O-]CC.[Na+]. The catalyst is C(O)C. The product is [F:38][C:35]1[CH:36]=[CH:37][C:32]([CH2:31][N:10]2[C:11](=[O:30])[C:12]([C:13]3[NH:18][C:17]4[CH:19]=[CH:20][C:21]([NH:23][S:24]([CH3:27])(=[O:25])=[O:26])=[CH:22][C:16]=4[S:15](=[O:28])(=[O:29])[N:14]=3)=[C:3]([OH:4])[CH:5]3[CH2:9][CH2:8][CH2:7][N:6]23)=[CH:33][CH:34]=1. The yield is 0.113. (3) The reactants are [CH:1]1([C:5]2[CH:14]=[CH:13][C:8]([C:9]([O:11]C)=[O:10])=[CH:7][C:6]=2[I:15])[CH2:4][CH2:3][CH2:2]1.[OH-].[Na+]. The catalyst is CO.O. The product is [CH:1]1([C:5]2[CH:14]=[CH:13][C:8]([C:9]([OH:11])=[O:10])=[CH:7][C:6]=2[I:15])[CH2:2][CH2:3][CH2:4]1. The yield is 0.820. (4) The reactants are [CH3:1][C:2]1[N:10]=[CH:9][CH:8]=[CH:7][C:3]=1[C:4](O)=[O:5].C(N(CC)CC)C.C(OC(Cl)=O)C.[N-:24]=[N+:25]=[N-:26].[Na+]. The catalyst is CC(C)=O.O. The product is [N:24]([C:4]([C:3]1[C:2]([CH3:1])=[N:10][CH:9]=[CH:8][CH:7]=1)=[O:5])=[N+:25]=[N-:26]. The yield is 0.620.